Task: Predict the reaction yield, written as a fraction of the theoretical maximum amount of product (1.0 means a 100% yield; for example, 0.34 means a 34% yield).. Dataset: Reaction yield outcomes from USPTO patents with 853,638 reactions (1) The yield is 0.730. The reactants are [Cl:1][C:2]1[CH:37]=[CH:36][C:5]([CH2:6][N:7]2[C:15]3[C:14](=[O:16])[N:13]([CH2:17][C:18](=[O:21])[CH2:19][CH3:20])[C:12](=[O:22])[N:11]([CH3:23])[C:10]=3[N:9]=[C:8]2[O:24][C:25]2[CH:30]=[CH:29][CH:28]=[C:27]([O:31][C:32]([F:35])([F:34])[F:33])[CH:26]=2)=[CH:4][CH:3]=1.[BH4-].[Na+]. The product is [Cl:1][C:2]1[CH:3]=[CH:4][C:5]([CH2:6][N:7]2[C:15]3[C:14](=[O:16])[N:13]([CH2:17][CH:18]([OH:21])[CH2:19][CH3:20])[C:12](=[O:22])[N:11]([CH3:23])[C:10]=3[N:9]=[C:8]2[O:24][C:25]2[CH:30]=[CH:29][CH:28]=[C:27]([O:31][C:32]([F:35])([F:33])[F:34])[CH:26]=2)=[CH:36][CH:37]=1. The catalyst is CO.C(Cl)Cl. (2) The reactants are [Cl:1][C:2]1[CH:10]=[C:9]2[C:5]([C:6]([C:11]([O:13][CH3:14])=[O:12])=[CH:7][NH:8]2)=[CH:4][C:3]=1B1OCC(C)(C)CO1.Br[C:24]1[CH:40]=[CH:39][C:27]([O:28][CH2:29][CH2:30][CH2:31][N:32]2[CH2:37][CH2:36][N:35]([CH3:38])[CH2:34][CH2:33]2)=[CH:26][CH:25]=1.C(=O)([O-])[O-].[K+].[K+].C(OCC)(=O)C. The catalyst is C1(C)C=CC=CC=1.C(O)C.C1C=CC(P(C2C=CC=CC=2)[C-]2C=CC=C2)=CC=1.C1C=CC(P(C2C=CC=CC=2)[C-]2C=CC=C2)=CC=1.Cl[Pd]Cl.[Fe+2]. The product is [Cl:1][C:2]1[CH:10]=[C:9]2[C:5]([C:6]([C:11]([O:13][CH3:14])=[O:12])=[CH:7][NH:8]2)=[CH:4][C:3]=1[C:24]1[CH:40]=[CH:39][C:27]([O:28][CH2:29][CH2:30][CH2:31][N:32]2[CH2:33][CH2:34][N:35]([CH3:38])[CH2:36][CH2:37]2)=[CH:26][CH:25]=1. The yield is 0.750. (3) The reactants are [CH3:1][O-:2].[Na+].Cl[C:5]1[N:6]=[C:7]([NH:15][CH2:16][CH2:17][C:18]2[CH:23]=[CH:22][CH:21]=[CH:20][CH:19]=2)[C:8]2[CH:13]=[C:12]([CH3:14])[S:11][C:9]=2[N:10]=1.O. The catalyst is CO. The product is [CH3:1][O:2][C:5]1[N:6]=[C:7]([NH:15][CH2:16][CH2:17][C:18]2[CH:23]=[CH:22][CH:21]=[CH:20][CH:19]=2)[C:8]2[CH:13]=[C:12]([CH3:14])[S:11][C:9]=2[N:10]=1. The yield is 0.740. (4) The reactants are [CH2:1]([C@H:3]1[C@@H:7]([N:8]2[C:17]3[C:12](=[CH:13][N:14]=[C:15]4[N:20](S(C5C=CC(C)=CC=5)(=O)=O)[CH:19]=[CH:18][C:16]4=3)[CH2:11][CH2:10][CH2:9]2)[CH2:6][C@@H:5]([NH:31][S:32]([CH:35]2[CH2:37][CH2:36]2)(=[O:34])=[O:33])[CH2:4]1)[CH3:2].[OH-].[Na+].O.CCOC(C)=O. The catalyst is O1CCOCC1. The product is [CH2:1]([C@H:3]1[C@@H:7]([N:8]2[C:17]3[C:12](=[CH:13][N:14]=[C:15]4[NH:20][CH:19]=[CH:18][C:16]4=3)[CH2:11][CH2:10][CH2:9]2)[CH2:6][C@@H:5]([NH:31][S:32]([CH:35]2[CH2:36][CH2:37]2)(=[O:34])=[O:33])[CH2:4]1)[CH3:2]. The yield is 0.720. (5) The product is [CH3:1][C:2]1[C:10]2[C:5](=[CH:6][CH:7]=[C:8]([N+:11]([O-:13])=[O:12])[CH:9]=2)[NH:4][C:3]=1[C:14]([O:16][CH2:23][CH3:24])=[O:15]. The yield is 1.00. The catalyst is CN(C=O)C. The reactants are [CH3:1][C:2]1[C:10]2[C:5](=[CH:6][CH:7]=[C:8]([N+:11]([O-:13])=[O:12])[CH:9]=2)[NH:4][C:3]=1[C:14]([OH:16])=[O:15].C(=O)([O-])[O-].[K+].[K+].[CH2:23](I)[CH3:24].O. (6) The reactants are Br[C:2]1[CH:7]=[CH:6][C:5]([O:8][CH3:9])=[CH:4][CH:3]=1.[CH3:10][O:11][C:12]1[N:17]=[C:16]([C:18]2[CH:26]=[CH:25][C:21]([N:22]([CH3:24])[CH3:23])=[CH:20][CH:19]=2)[C:15]([N:27]2[CH2:32][CH2:31][NH:30][CH2:29][CH2:28]2)=[CH:14][CH:13]=1.C1C=CC(P(C2C(C3C(P(C4C=CC=CC=4)C4C=CC=CC=4)=CC=C4C=3C=CC=C4)=C3C(C=CC=C3)=CC=2)C2C=CC=CC=2)=CC=1.CC(C)([O-])C.[Na+]. The catalyst is C([O-])(=O)C.[Pd+2].C([O-])(=O)C.C1(C)C=CC=CC=1. The product is [CH3:10][O:11][C:12]1[N:17]=[C:16]([C:18]2[CH:26]=[CH:25][C:21]([N:22]([CH3:24])[CH3:23])=[CH:20][CH:19]=2)[C:15]([N:27]2[CH2:32][CH2:31][N:30]([C:2]3[CH:7]=[CH:6][C:5]([O:8][CH3:9])=[CH:4][CH:3]=3)[CH2:29][CH2:28]2)=[CH:14][CH:13]=1. The yield is 0.480. (7) The reactants are [CH:1]1([N:7]([CH:19]2[CH2:24][CH2:23][CH2:22][CH2:21][CH2:20]2)[C:8](=[O:18])[NH:9][C:10]2[S:11][CH:12]=[C:13]([C:15](O)=[O:16])[N:14]=2)[CH2:6][CH2:5][CH2:4][CH2:3][CH2:2]1.[CH3:25][O:26][C:27](=[O:31])[C@H:28]([CH3:30])[NH2:29]. No catalyst specified. The product is [CH3:25][O:26][C:27](=[O:31])[CH:28]([NH:29][C:15]([C:13]1[N:14]=[C:10]([NH:9][C:8]([N:7]([CH:1]2[CH2:2][CH2:3][CH2:4][CH2:5][CH2:6]2)[CH:19]2[CH2:20][CH2:21][CH2:22][CH2:23][CH2:24]2)=[O:18])[S:11][CH:12]=1)=[O:16])[CH3:30]. The yield is 0.170.